Dataset: Reaction yield outcomes from USPTO patents with 853,638 reactions. Task: Predict the reaction yield, written as a fraction of the theoretical maximum amount of product (1.0 means a 100% yield; for example, 0.34 means a 34% yield). (1) The reactants are [N+:1]([C:4]1[CH:5]=[C:6]([NH:10][C:11]2[N:18]=[CH:17][CH:16]=[CH:15][C:12]=2[CH:13]=O)[CH:7]=[CH:8][CH:9]=1)([O-:3])=[O:2].[CH3:19][CH:20]([C:29]1[CH:34]=[CH:33][N:32]=[CH:31][CH:30]=1)[CH2:21][CH2:22][CH2:23][C:24](OCC)=[O:25].[Li+].CC([N-]C(C)C)C. No catalyst specified. The product is [N+:1]([C:4]1[CH:5]=[C:6]([N:10]2[C:11]3[C:12](=[CH:15][CH:16]=[CH:17][N:18]=3)[CH:13]=[C:23]([CH2:22][CH2:21][CH:20]([CH3:19])[C:29]3[CH:30]=[CH:31][N:32]=[CH:33][CH:34]=3)[C:24]2=[O:25])[CH:7]=[CH:8][CH:9]=1)([O-:3])=[O:2]. The yield is 0.370. (2) The reactants are [CH3:1][O:2][C:3]([NH:5][C@H:6]([C:11]([N:13]1[CH2:17][C@@H:16]([CH2:18][O:19][CH3:20])[CH2:15][C@H:14]1[C:21]1[NH:25][C:24]2[C:26]3[C:31]([CH:32]=[CH:33][C:23]=2[N:22]=1)=[CH:30][C:29]1[C:34]2[C:39]([CH2:40][O:41][C:28]=1[CH:27]=3)=[CH:38][C:37]([C:42]1[NH:46][C:45]([C@@H:47]3[CH2:51][CH2:50][CH2:49][N:48]3C(OC(C)(C)C)=O)=[N:44][CH:43]=1)=[CH:36][CH:35]=2)=[O:12])[C@@H:7]([CH3:10])[O:8][CH3:9])=[O:4].Cl.[CH3:60][O:61][C:62]([NH:64][C@H:65]([C:69]1[CH:74]=[CH:73][CH:72]=[CH:71][CH:70]=1)[C:66]([OH:68])=O)=[O:63].CCN(C(C)C)C(C)C.CCOC(C(C#N)=NOC(N1CCOCC1)=[N+](C)C)=O.F[P-](F)(F)(F)(F)F. The catalyst is C(Cl)Cl.CO.CN(C=O)C.[Li+].[OH-]. The product is [CH3:60][O:61][C:62](=[O:63])[NH:64][C@H:65]([C:69]1[CH:74]=[CH:73][CH:72]=[CH:71][CH:70]=1)[C:66]([N:48]1[CH2:49][CH2:50][CH2:51][C@H:47]1[C:45]1[NH:46][C:42]([C:37]2[CH:38]=[C:39]3[CH2:40][O:41][C:28]4[CH:27]=[C:26]5[C:31]([CH:32]=[CH:33][C:23]6[N:22]=[C:21]([C@@H:14]7[CH2:15][C@H:16]([CH2:18][O:19][CH3:20])[CH2:17][N:13]7[C:11](=[O:12])[C@@H:6]([NH:5][C:3]([O:2][CH3:1])=[O:4])[CH:7]([O:8][CH3:9])[CH3:10])[NH:25][C:24]=65)=[CH:30][C:29]=4[C:34]3=[CH:35][CH:36]=2)=[CH:43][N:44]=1)=[O:68]. The yield is 0.610. (3) The reactants are Cl[C:2]1[N:7]=[C:6]([C:8]2[CH:13]=[CH:12][CH:11]=[CH:10][CH:9]=2)[N:5]=[C:4]([C:14]([NH:16][C:17]2[CH:22]=[CH:21][CH:20]=[CH:19][C:18]=2[C:23]2[S:24][C:25]3[C:30]([N:31]=2)=[CH:29][CH:28]=[CH:27][N:26]=3)=[O:15])[CH:3]=1.CS(C)=O.[O-:36][CH2:37][CH3:38].[K+]. The catalyst is C(O)C.CO. The product is [CH2:37]([O:36][C:2]1[N:7]=[C:6]([C:8]2[CH:13]=[CH:12][CH:11]=[CH:10][CH:9]=2)[N:5]=[C:4]([C:14]([NH:16][C:17]2[CH:22]=[CH:21][CH:20]=[CH:19][C:18]=2[C:23]2[S:24][C:25]3[C:30]([N:31]=2)=[CH:29][CH:28]=[CH:27][N:26]=3)=[O:15])[CH:3]=1)[CH3:38]. The yield is 0.570. (4) The reactants are [H-].C([O:4][C:5]([C:7]1[N:8]=[C:9]2[N:17]=[C:16]3[N:11]([CH2:12][CH2:13][CH2:14][CH2:15]3)[N:10]2[CH:18]=1)=O)C.C(O)C.[Cl-].[NH4+]. The catalyst is C1(C)C=CC=CC=1.C1COCC1.C(OCC)(=O)C. The product is [N:8]1[C:7]([CH:5]=[O:4])=[CH:18][N:10]2[N:11]3[C:16]([CH2:15][CH2:14][CH2:13][CH2:12]3)=[N:17][C:9]=12. The yield is 0.580. (5) The reactants are O1CCC(C2N=C3C=CC=C(N)N3N=2)[CH2:2]1.[Br:16][C:17]1[N:31]=[C:20]2[CH:21]=[CH:22][CH:23]=[C:24]([NH:25][C@@H:26]3[CH2:30][CH2:29][O:28][CH2:27]3)[N:19]2[N:18]=1.[H-].[Na+].IC. The catalyst is COCCOC.C(OCC)(=O)C. The product is [Br:16][C:17]1[N:31]=[C:20]2[CH:21]=[CH:22][CH:23]=[C:24]([N:25]([CH3:2])[C@@H:26]3[CH2:30][CH2:29][O:28][CH2:27]3)[N:19]2[N:18]=1. The yield is 0.712. (6) The product is [NH2:18][C:16]1[S:17][C:12]2[C:11]([N:21]([CH3:20])[C@H:22]([CH2:23][CH:24]([CH3:26])[CH3:25])[CH2:27][OH:28])=[N:10][C:9]([S:8][CH2:1][C:2]3[CH:7]=[CH:6][CH:5]=[CH:4][CH:3]=3)=[N:14][C:13]=2[N:15]=1. The yield is 0.720. The catalyst is CN1CCCC1=O. The reactants are [CH2:1]([S:8][C:9]1[N:10]=[C:11](Cl)[C:12]2[S:17][C:16]([NH2:18])=[N:15][C:13]=2[N:14]=1)[C:2]1[CH:7]=[CH:6][CH:5]=[CH:4][CH:3]=1.[CH3:20][NH:21][C@@H:22]([CH2:27][OH:28])[CH2:23][CH:24]([CH3:26])[CH3:25]. (7) The reactants are [C:1]([C@:4]([NH:14][C:15](=[O:26])[O:16][CH2:17][C:18]1[CH:23]=[C:22](C)N=C(C)C=1)([CH3:13])[CH2:5][C:6]1[CH:11]=[CH:10][C:9]([OH:12])=[CH:8][CH:7]=1)([OH:3])=O.CC[N:29]([CH:33]([CH3:35])[CH3:34])C(C)C.[CH2:36]([NH2:41])[CH2:37][CH:38]([CH3:40])[CH3:39].[CH3:42]N(C(ON1N=NC2C=CC=CC1=2)=[N+](C)C)C.[B-](F)(F)(F)F.[ClH:64].CCOCC. The catalyst is CN(C=O)C.CO. The product is [ClH:64].[CH3:22][C:23]1[CH:18]=[C:17]([O:16][C:15](=[O:26])[N:14]([CH3:42])[C@:4]([CH2:5][C:6]2[CH:7]=[CH:8][C:9]([OH:12])=[CH:10][CH:11]=2)([CH3:13])[C:1]([NH:41][CH2:36][CH2:37][CH:38]([CH3:40])[CH3:39])=[O:3])[CH:35]=[C:33]([CH3:34])[N:29]=1. The yield is 0.610. (8) The reactants are O.O.C([O-])(=O)C.[Li+].[Si:8]([O:15][C@@H:16]1[N:22]([C:23]([O:25][CH2:26][CH:27]=[CH2:28])=[O:24])[C:21]2[CH:29]=[C:30]([O:35][Si](C(C)C)(C(C)C)C(C)C)[C:31]([O:33][CH3:34])=[CH:32][C:20]=2[C:19](=[O:46])[N:18]2[CH:47]=[C:48](/[CH:50]=[CH:51]/[CH3:52])[CH2:49][C@@H:17]12)([C:11]([CH3:14])([CH3:13])[CH3:12])([CH3:10])[CH3:9]. The catalyst is CN(C=O)C.C(OCC)(=O)C. The product is [Si:8]([O:15][C@@H:16]1[N:22]([C:23]([O:25][CH2:26][CH:27]=[CH2:28])=[O:24])[C:21]2[CH:29]=[C:30]([OH:35])[C:31]([O:33][CH3:34])=[CH:32][C:20]=2[C:19](=[O:46])[N:18]2[CH:47]=[C:48](/[CH:50]=[CH:51]/[CH3:52])[CH2:49][C@@H:17]12)([C:11]([CH3:14])([CH3:13])[CH3:12])([CH3:9])[CH3:10]. The yield is 0.450.